Task: Predict the reactants needed to synthesize the given product.. Dataset: Full USPTO retrosynthesis dataset with 1.9M reactions from patents (1976-2016) (1) Given the product [Cl:1][C:2]1[N:7]=[C:6]([C:30]2[CH:39]=[CH:38][C:33]([C:34]([O:36][CH3:37])=[O:35])=[CH:32][C:31]=2[C:40]([N:42]2[CH2:51][CH2:50][C:49]3[C:44](=[CH:45][CH:46]=[CH:47][CH:48]=3)[CH2:43]2)=[O:41])[CH:5]=[CH:4][N:3]=1, predict the reactants needed to synthesize it. The reactants are: [Cl:1][C:2]1[N:7]=[C:6](Cl)[CH:5]=[CH:4][N:3]=1.P([O-])([O-])([O-])=O.[K+].[K+].[K+].C(N(CCCC)C(C1N=C([C:30]2[CH:39]=[CH:38][C:33]([C:34]([O:36][CH3:37])=[O:35])=[CH:32][C:31]=2[C:40]([N:42]2[CH2:51][CH2:50][C:49]3[C:44](=[CH:45][CH:46]=[CH:47][CH:48]=3)[CH2:43]2)=[O:41])C=CC=1)=O)CCC. (2) Given the product [Br:9][CH2:8][C:5]1[CH:4]=[N:3][C:2]([Cl:1])=[CH:7][N:6]=1, predict the reactants needed to synthesize it. The reactants are: [Cl:1][C:2]1[CH:7]=[N:6][C:5]([CH3:8])=[CH:4][N:3]=1.[Br:9]N1C(=O)CCC1=O.S([O-])([O-])(=O)=S.[Na+].[Na+]. (3) The reactants are: [CH3:1][C:2]1[C:10]2[C:5](=[N:6][CH:7]=[C:8]([C:11]3[CH:12]=[C:13]([CH:19]=[CH:20][CH:21]=3)[C:14]([O:16]CC)=[O:15])[CH:9]=2)[NH:4][N:3]=1.[OH-].[Na+]. Given the product [CH3:1][C:2]1[C:10]2[C:5](=[N:6][CH:7]=[C:8]([C:11]3[CH:12]=[C:13]([CH:19]=[CH:20][CH:21]=3)[C:14]([OH:16])=[O:15])[CH:9]=2)[NH:4][N:3]=1, predict the reactants needed to synthesize it. (4) Given the product [CH2:17]([N:11]1[C:12]2[C:7](=[C:6]([OH:31])[C:5]([C:3]([NH:32][CH2:33][CH2:34][CH2:35][C:36]([OH:38])=[O:37])=[O:4])=[N:14][C:13]=2[C:15]#[N:16])[CH:8]=[C:9]([C:25]2[CH:26]=[CH:27][CH:28]=[CH:29][CH:30]=2)[C:10]1=[O:24])[C:18]1[CH:23]=[CH:22][CH:21]=[CH:20][CH:19]=1, predict the reactants needed to synthesize it. The reactants are: CO[C:3]([C:5]1[C:6]([OH:31])=[C:7]2[C:12](=[C:13]([C:15]#[N:16])[N:14]=1)[N:11]([CH2:17][C:18]1[CH:23]=[CH:22][CH:21]=[CH:20][CH:19]=1)[C:10](=[O:24])[C:9]([C:25]1[CH:30]=[CH:29][CH:28]=[CH:27][CH:26]=1)=[CH:8]2)=[O:4].[NH2:32][CH2:33][CH2:34][CH2:35][C:36]([OH:38])=[O:37].C[O-].[Na+]. (5) Given the product [CH3:1][O:2][C:3]([C:5]1[CH:10]=[CH:9][C:8]([N:11]=[C:12]2[N:16]([CH2:22][CH:23]([CH3:25])[CH3:24])[C@@H:15]([CH2:17][CH:18]([CH3:19])[CH3:20])[CH2:14][S:13]2)=[C:7]([CH3:21])[CH:6]=1)=[O:4], predict the reactants needed to synthesize it. The reactants are: [CH3:1][O:2][C:3]([C:5]1[CH:10]=[CH:9][C:8]([N:11]=[C:12]2[NH:16][C@@H:15]([CH2:17][CH:18]([CH3:20])[CH3:19])[CH2:14][S:13]2)=[C:7]([CH3:21])[CH:6]=1)=[O:4].[CH2:22](Br)[CH:23]([CH3:25])[CH3:24]. (6) Given the product [N+:1]([C:4]1[CH:5]=[C:6]([N:10]2[C:19]3[C:14](=[CH:15][CH:16]=[CH:17][N:18]=3)[CH:13]=[C:12]([CH2:20][Br:62])[C:11]2=[O:21])[CH:7]=[CH:8][CH:9]=1)([O-:3])=[O:2], predict the reactants needed to synthesize it. The reactants are: [N+:1]([C:4]1[CH:5]=[C:6]([N:10]2[C:19]3[C:14](=[CH:15][CH:16]=[CH:17][N:18]=3)[CH:13]=[C:12]([CH3:20])[C:11]2=[O:21])[CH:7]=[CH:8][CH:9]=1)([O-:3])=[O:2].[N+](C1C=C(NC2N=CC=CC=2C=O)C=CC=1)([O-])=O.C(OCC)(=O)CC.[Li+].CC([N-]C(C)C)C.C1C(=O)N([Br:62])C(=O)C1. (7) Given the product [CH:22]1([CH2:25][N:26]2[CH2:31][CH2:30][CH:29]([N:32]([CH3:33])[C:18](=[O:20])[CH2:17][O:16][C:12]3[N:13]=[C:14]([CH3:15])[C:9]([NH:8][C:6](=[O:7])[O:5][C:1]([CH3:2])([CH3:3])[CH3:4])=[C:10]([CH3:21])[N:11]=3)[CH2:28][CH2:27]2)[CH2:23][CH2:24]1, predict the reactants needed to synthesize it. The reactants are: [C:1]([O:5][C:6]([NH:8][C:9]1[C:10]([CH3:21])=[N:11][C:12]([O:16][CH2:17][C:18]([OH:20])=O)=[N:13][C:14]=1[CH3:15])=[O:7])([CH3:4])([CH3:3])[CH3:2].[CH:22]1([CH2:25][N:26]2[CH2:31][CH2:30][CH:29]([NH:32][CH3:33])[CH2:28][CH2:27]2)[CH2:24][CH2:23]1.C(N(CC)CC)C.C([O-])(=O)C. (8) Given the product [CH3:14][CH:13]([CH3:15])[CH2:12][C:11]([NH:1][C:2]1[S:3][CH:4]=[CH:5][C:6]=1[C:7]([OH:9])=[O:8])=[O:16], predict the reactants needed to synthesize it. The reactants are: [NH2:1][C:2]1[S:3][CH:4]=[CH:5][C:6]=1[C:7]([O:9]C)=[O:8].[C:11](Cl)(=[O:16])[CH2:12][CH:13]([CH3:15])[CH3:14]. (9) Given the product [Cl:35][C:9]1[CH:10]=[C:11]2[N:16]=[C:15]([O:17][C@@H:18]3[CH2:19][O:20][C@@H:21]4[C@H:25]([OH:26])[CH2:24][O:23][C@H:22]34)[N:14]([CH2:27][O:28][CH2:29][CH2:30][Si:31]([CH3:34])([CH3:33])[CH3:32])[C:12]2=[N:13][C:8]=1[C:5]1[CH:6]=[CH:7][C:2]([N:36]2[CH2:41][CH2:40][CH:39]([NH:42][C:43](=[O:51])[O:44][CH:45]3[CH2:50][CH2:49][O:48][CH2:47][CH2:46]3)[CH2:38][CH2:37]2)=[CH:3][CH:4]=1, predict the reactants needed to synthesize it. The reactants are: Br[C:2]1[CH:7]=[CH:6][C:5]([C:8]2[N:13]=[C:12]3[N:14]([CH2:27][O:28][CH2:29][CH2:30][Si:31]([CH3:34])([CH3:33])[CH3:32])[C:15]([O:17][C@H:18]4[C@H:22]5[O:23][CH2:24][C@@H:25]([OH:26])[C@H:21]5[O:20][CH2:19]4)=[N:16][C:11]3=[CH:10][C:9]=2[Cl:35])=[CH:4][CH:3]=1.[NH:36]1[CH2:41][CH2:40][CH:39]([NH:42][C:43](=[O:51])[O:44][CH:45]2[CH2:50][CH2:49][O:48][CH2:47][CH2:46]2)[CH2:38][CH2:37]1.